Dataset: Forward reaction prediction with 1.9M reactions from USPTO patents (1976-2016). Task: Predict the product of the given reaction. (1) Given the reactants [I:1][C:2]1[CH:3]=[C:4]2[C:8](=[CH:9][CH:10]=1)[N:7]([C:11]([O:13][CH2:14][CH3:15])=[O:12])[C:6](=[O:16])[CH2:5]2.CCN(C(C)C)C(C)C.[F:26][C:27]([F:40])([F:39])[S:28](O[S:28]([C:27]([F:40])([F:39])[F:26])(=[O:30])=[O:29])(=[O:30])=[O:29], predict the reaction product. The product is: [I:1][C:2]1[CH:3]=[C:4]2[C:8](=[CH:9][CH:10]=1)[N:7]([C:11]([O:13][CH2:14][CH3:15])=[O:12])[C:6]([O:16][S:28]([C:27]([F:40])([F:39])[F:26])(=[O:30])=[O:29])=[CH:5]2. (2) Given the reactants Cl[C:2]1[S:3][C:4]([CH2:7][C:8]2[CH:13]=[CH:12][C:11]([CH3:14])=[CH:10][CH:9]=2)=[N:5][N:6]=1.[NH:15]1[CH2:19][CH2:18][C@H:17]([NH:20][C:21](=[O:27])[O:22][C:23]([CH3:26])([CH3:25])[CH3:24])[CH2:16]1.CCN(C(C)C)C(C)C, predict the reaction product. The product is: [CH3:14][C:11]1[CH:12]=[CH:13][C:8]([CH2:7][C:4]2[S:3][C:2]([N:15]3[CH2:19][CH2:18][C@H:17]([NH:20][C:21](=[O:27])[O:22][C:23]([CH3:25])([CH3:24])[CH3:26])[CH2:16]3)=[N:6][N:5]=2)=[CH:9][CH:10]=1. (3) Given the reactants CN([S+](N(C)C)N(C)C)C.C[Si-](F)(F)(C)C.[Br:17][C:18]1[CH:23]=[CH:22][C:21]([S:24](F)(=[O:26])=[O:25])=[CH:20][C:19]=1[CH3:28].C[Si](C)(C)[C:31]([F:34])([F:33])[F:32], predict the reaction product. The product is: [Br:17][C:18]1[C:19]([CH3:28])=[CH:20][C:21]([S:24]([C:31]([F:34])([F:33])[F:32])(=[O:26])=[O:25])=[CH:22][CH:23]=1. (4) Given the reactants I[C:2]([C:12]1[CH:17]=[CH:16][CH:15]=[CH:14][CH:13]=1)=[C:3]([N+:9]([O-:11])=[O:10])[C:4]([O:6][CH2:7][CH3:8])=[O:5].Cl.[NH2:19][C@@H:20]1[CH2:25][CH2:24][CH2:23][CH2:22][C@H:21]1[OH:26].C(N(CC)CC)C.C(=O)([O-])O.[Na+], predict the reaction product. The product is: [OH:26][C@@H:21]1[CH2:22][CH2:23][CH2:24][CH2:25][C@H:20]1[NH:19][C:2]([C:12]1[CH:17]=[CH:16][CH:15]=[CH:14][CH:13]=1)=[C:3]([N+:9]([O-:11])=[O:10])[C:4]([O:6][CH2:7][CH3:8])=[O:5]. (5) Given the reactants Br[C:2]1[CH:7]=[CH:6][C:5]([C:8]2([CH2:13][NH:14][CH:15]=[O:16])[CH2:12][CH2:11][CH2:10][CH2:9]2)=[CH:4][CH:3]=1.[F:17][C:18]([F:29])([F:28])[C:19]1[CH:24]=[CH:23][C:22](B(O)O)=[CH:21][CH:20]=1, predict the reaction product. The product is: [F:17][C:18]([F:29])([F:28])[C:19]1[CH:24]=[CH:23][C:22]([C:2]2[CH:7]=[CH:6][C:5]([C:8]3([CH2:13][NH:14][CH:15]=[O:16])[CH2:12][CH2:11][CH2:10][CH2:9]3)=[CH:4][CH:3]=2)=[CH:21][CH:20]=1. (6) Given the reactants [CH3:1][O:2][C:3]1[CH:4]=[C:5]2[C:10](=[CH:11][C:12]=1[O:13][CH3:14])[N:9]=[CH:8][CH:7]=[C:6]2[O:15][C:16]1[CH:22]=[CH:21][C:19]([NH2:20])=[CH:18][C:17]=1[O:23][CH3:24].C(N(CC)CC)C.ClC(Cl)(O[C:36](=[O:42])OC(Cl)(Cl)Cl)Cl.[F:44][C:45]1[CH:50]=[CH:49][C:48]([C@@H:51]([NH2:53])[CH3:52])=[CH:47][CH:46]=1, predict the reaction product. The product is: [CH3:1][O:2][C:3]1[CH:4]=[C:5]2[C:10](=[CH:11][C:12]=1[O:13][CH3:14])[N:9]=[CH:8][CH:7]=[C:6]2[O:15][C:16]1[CH:22]=[CH:21][C:19]([NH:20][C:36]([NH:53][C@H:51]([C:48]2[CH:49]=[CH:50][C:45]([F:44])=[CH:46][CH:47]=2)[CH3:52])=[O:42])=[CH:18][C:17]=1[O:23][CH3:24]. (7) Given the reactants [C:1]([O:5][C:6]([NH:8][CH:9]1[CH2:15][CH2:14][C:13]2[CH:16]=[CH:17][CH:18]=[C:19](Br)[C:12]=2[CH2:11][C:10]1=[O:21])=[O:7])([CH3:4])([CH3:3])[CH3:2].[C:22]1(B(O)O)[CH:27]=[CH:26][CH:25]=[CH:24][CH:23]=1.[F-].[Cs+], predict the reaction product. The product is: [C:1]([O:5][C:6]([NH:8][CH:9]1[CH2:15][CH2:14][C:13]2[CH:16]=[CH:17][CH:18]=[C:19]([C:22]3[CH:27]=[CH:26][CH:25]=[CH:24][CH:23]=3)[C:12]=2[CH2:11][C:10]1=[O:21])=[O:7])([CH3:4])([CH3:3])[CH3:2]. (8) Given the reactants [CH2:1]([O:8][C:9](=[O:15])[C@@H:10]([OH:14])[CH:11]([CH3:13])[CH3:12])[C:2]1[CH:7]=[CH:6][CH:5]=[CH:4][CH:3]=1.N1C(C)=CC=CC=1C.[F:24][C:25]([F:38])([F:37])[S:26](O[S:26]([C:25]([F:38])([F:37])[F:24])(=[O:28])=[O:27])(=[O:28])=[O:27], predict the reaction product. The product is: [CH2:1]([O:8][C:9](=[O:15])[C@@H:10]([O:14][S:26]([C:25]([F:38])([F:37])[F:24])(=[O:28])=[O:27])[CH:11]([CH3:13])[CH3:12])[C:2]1[CH:7]=[CH:6][CH:5]=[CH:4][CH:3]=1. (9) Given the reactants Br[C:2]1[N:3]=[CH:4][C:5]([C:8]([N:10]2[CH2:15][CH2:14][N:13]([C:16]3[C:21]([CH3:22])=[CH:20][C:19]([CH:23]4[CH2:25][CH2:24]4)=[CH:18][N:17]=3)[CH2:12][CH2:11]2)=[O:9])=[N:6][CH:7]=1.[CH3:26][CH:27]1[NH:31][C:30](=[O:32])[CH2:29][CH2:28]1, predict the reaction product. The product is: [CH:23]1([C:19]2[CH:20]=[C:21]([CH3:22])[C:16]([N:13]3[CH2:14][CH2:15][N:10]([C:8]([C:5]4[N:6]=[CH:7][C:2]([N:31]5[CH:27]([CH3:26])[CH2:28][CH2:29][C:30]5=[O:32])=[N:3][CH:4]=4)=[O:9])[CH2:11][CH2:12]3)=[N:17][CH:18]=2)[CH2:25][CH2:24]1.